Dataset: Reaction yield outcomes from USPTO patents with 853,638 reactions. Task: Predict the reaction yield, written as a fraction of the theoretical maximum amount of product (1.0 means a 100% yield; for example, 0.34 means a 34% yield). (1) The reactants are [CH3:1][O:2][C:3]1[CH:10]=[CH:9][C:6]([CH:7]=O)=[CH:5][CH:4]=1.Cl.[O:12]([NH2:14])[CH3:13]. No catalyst specified. The product is [CH3:13][O:12][N:14]=[CH:7][C:6]1[CH:9]=[CH:10][C:3]([O:2][CH3:1])=[CH:4][CH:5]=1. The yield is 1.00. (2) The reactants are N1C=CC=CC=1.[Cl:7][C:8]1[C:13]([C:14]([NH2:16])=O)=[CH:12][N:11]=[C:10]([Cl:17])[CH:9]=1.O=P(Cl)(Cl)Cl.[OH-].[Na+]. The catalyst is C(#N)C. The product is [Cl:7][C:8]1[C:13]([C:14]#[N:16])=[CH:12][N:11]=[C:10]([Cl:17])[CH:9]=1. The yield is 0.880. (3) The reactants are [CH3:1][C:2]1([C:5]#[C:6][C:7]2[S:11][C:10]([C:12]([O:14][CH3:15])=[O:13])=[C:9]([NH:16][CH2:17][C:18]([N:20]3[CH2:25][CH2:24][O:23][CH2:22][CH2:21]3)=[O:19])[CH:8]=2)[CH2:4][CH2:3]1.CCN(CC)CC.[CH3:33][C@H:34]1[CH2:39][CH2:38][C@H:37]([C:40](Cl)=[O:41])[CH2:36][CH2:35]1. The catalyst is C(Cl)Cl.CCOC(C)=O. The product is [CH3:33][C@H:34]1[CH2:39][CH2:38][C@H:37]([C:40]([N:16]([CH2:17][C:18]([N:20]2[CH2:25][CH2:24][O:23][CH2:22][CH2:21]2)=[O:19])[C:9]2[CH:8]=[C:7]([C:6]#[C:5][C:2]3([CH3:1])[CH2:3][CH2:4]3)[S:11][C:10]=2[C:12]([O:14][CH3:15])=[O:13])=[O:41])[CH2:36][CH2:35]1. The yield is 0.880. (4) The reactants are [OH:1][CH2:2][C@H:3]([NH:6][C:7]1[N:12]=[C:11]([NH:13][CH2:14][C:15]2[CH:20]=[CH:19][C:18]([C:21]3[CH:26]=[CH:25][CH:24]=[CH:23][N:22]=3)=[CH:17][CH:16]=2)[N:10]2[N:27]=[CH:28][C:29]([CH:30]([CH3:32])[CH3:31])=[C:9]2[N:8]=1)[CH2:4][CH3:5].N[C@@H](CO)[C@H](C)[OH:36]. No catalyst specified. The product is [OH:1][CH2:2][C@@H:3]([NH:6][C:7]1[N:12]=[C:11]([NH:13][CH2:14][C:15]2[CH:16]=[CH:17][C:18]([C:21]3[CH:26]=[CH:25][CH:24]=[CH:23][N:22]=3)=[CH:19][CH:20]=2)[N:10]2[N:27]=[CH:28][C:29]([CH:30]([CH3:31])[CH3:32])=[C:9]2[N:8]=1)[C@H:4]([OH:36])[CH3:5]. The yield is 0.420. (5) The reactants are [Br:1][C:2]1[CH:10]=[CH:9][C:5]([C:6](O)=[O:7])=[C:4]([CH2:11][CH3:12])[CH:3]=1.B.C1COCC1. The catalyst is C1COCC1. The product is [Br:1][C:2]1[CH:10]=[CH:9][C:5]([CH2:6][OH:7])=[C:4]([CH2:11][CH3:12])[CH:3]=1. The yield is 0.890. (6) The reactants are Br[C:2]1[C:3]([F:27])=[CH:4][C:5]2[O:11][CH2:10][CH2:9][N:8]3[C:12]([C:18]4[NH:22][N:21]=[C:20]([CH:23]5[CH2:25][CH2:24]5)[N:19]=4)=[C:13]([C:15]([NH2:17])=[O:16])[N:14]=[C:7]3[C:6]=2[CH:26]=1.[CH3:28][O:29][CH2:30][C:31]([CH3:35])([OH:34])[C:32]#[CH:33].C(NC(C)C)(C)C. The catalyst is CN(C=O)C. The product is [CH:23]1([C:20]2[N:19]=[C:18]([C:12]3[N:8]4[CH2:9][CH2:10][O:11][C:5]5[CH:4]=[C:3]([F:27])[C:2]([C:33]#[C:32][C:31]([OH:34])([CH3:35])[CH2:30][O:29][CH3:28])=[CH:26][C:6]=5[C:7]4=[N:14][C:13]=3[C:15]([NH2:17])=[O:16])[NH:22][N:21]=2)[CH2:25][CH2:24]1. The yield is 0.263. (7) The yield is 0.350. The catalyst is O.C(O)C. The reactants are Cl[C:2]1[N:3]=[CH:4][C:5]2[N:11]([CH3:12])[C:10](=[O:13])[C:9]([F:15])([F:14])[CH2:8][N:7]([CH:16]([CH3:18])[CH3:17])[C:6]=2[N:19]=1.[NH2:20][C:21]1[C:36]([O:37][CH3:38])=[CH:35][C:24]([C:25]([NH:27][CH:28]2[CH2:33][CH2:32][N:31]([CH3:34])[CH2:30][CH2:29]2)=[O:26])=[C:23]([F:39])[CH:22]=1.S(=O)(=O)(O)O.C(=O)([O-])[O-].[Na+].[Na+]. The product is [F:14][C:9]1([F:15])[CH2:8][N:7]([CH:16]([CH3:18])[CH3:17])[C:6]2[N:19]=[C:2]([NH:20][C:21]3[C:36]([O:37][CH3:38])=[CH:35][C:24]([C:25]([NH:27][CH:28]4[CH2:33][CH2:32][N:31]([CH3:34])[CH2:30][CH2:29]4)=[O:26])=[C:23]([F:39])[CH:22]=3)[N:3]=[CH:4][C:5]=2[N:11]([CH3:12])[C:10]1=[O:13]. (8) The reactants are [F:1][C:2]1[CH:7]=[C:6]([F:8])[CH:5]=[CH:4][C:3]=1[C:9]1[CH:14]=[CH:13][C:12]([O:15][CH2:16][C:17]2[CH:18]=[C:19]([CH:23]=[CH:24][CH:25]=2)[C:20](O)=[O:21])=[CH:11][CH:10]=1.S(Cl)(Cl)=O.[NH:30]1[CH2:37][CH2:36][CH2:35][C@H:31]1[C:32]([OH:34])=[O:33].C([O-])([O-])=O.[Na+].[Na+].Cl. The catalyst is C1(C)C=CC=CC=1.O.C(OCC)(=O)C.CN(C=O)C. The product is [F:1][C:2]1[CH:7]=[C:6]([F:8])[CH:5]=[CH:4][C:3]=1[C:9]1[CH:10]=[CH:11][C:12]([O:15][CH2:16][C:17]2[CH:18]=[C:19]([CH:23]=[CH:24][CH:25]=2)[C:20]([N:30]2[CH2:37][CH2:36][CH2:35][C@H:31]2[C:32]([OH:34])=[O:33])=[O:21])=[CH:13][CH:14]=1. The yield is 0.908. (9) The reactants are [CH3:1][N:2]([CH3:33])[CH2:3][CH2:4][CH2:5][N:6]([S:22]([C:25]1[CH:30]=[CH:29][CH:28]=[C:27]([O:31][CH3:32])[CH:26]=1)(=[O:24])=[O:23])[C@@H:7]([C:12]([O:14]CC1C=CC=CC=1)=O)[C:8]([CH3:11])([CH3:10])[CH3:9].O1CCCCC1[O:40][NH2:41].CCN=C=NCCCN(C)C.Cl.C1C=NC2N(O)N=NC=2C=1.O.O.O.O.O.O.O.O.O.O.C(=O)(O)[O-].[Na+].Cl. The catalyst is CO.[Pd].CN(C=O)C. The product is [CH3:1][N:2]([CH3:33])[CH2:3][CH2:4][CH2:5][N:6]([S:22]([C:25]1[CH:30]=[CH:29][CH:28]=[C:27]([O:31][CH3:32])[CH:26]=1)(=[O:24])=[O:23])[C@@H:7]([C:12]([NH:41][OH:40])=[O:14])[C:8]([CH3:11])([CH3:10])[CH3:9]. The yield is 1.00.